Task: Predict which catalyst facilitates the given reaction.. Dataset: Catalyst prediction with 721,799 reactions and 888 catalyst types from USPTO (1) Reactant: C(OC([N:8](C(OC(C)(C)C)=O)[C:9]1[N:10]=[CH:11][C:12]([C:32]2[CH:33]=[CH:34][C:35]([CH2:38][N:39]3[CH2:44][CH2:43][N:42](C(OC(C)(C)C)=O)[CH:41]([C:52]([O:54][CH:55]4[CH2:59][CH2:58][CH2:57][CH2:56]4)=[O:53])[CH2:40]3)=[N:36][CH:37]=2)=[N:13][C:14]=1[N:15](C(OC(C)(C)C)=O)[CH2:16][C:17]1[C:22]([Cl:23])=[CH:21][CH:20]=[CH:19][C:18]=1[Cl:24])=O)(C)(C)C.C(O)(C(F)(F)F)=O. Product: [NH2:8][C:9]1[N:10]=[CH:11][C:12]([C:32]2[CH:33]=[CH:34][C:35]([CH2:38][N:39]3[CH2:44][CH2:43][NH:42][CH:41]([C:52]([O:54][CH:55]4[CH2:59][CH2:58][CH2:57][CH2:56]4)=[O:53])[CH2:40]3)=[N:36][CH:37]=2)=[N:13][C:14]=1[NH:15][CH2:16][C:17]1[C:18]([Cl:24])=[CH:19][CH:20]=[CH:21][C:22]=1[Cl:23]. The catalyst class is: 4. (2) Reactant: [CH3:1][O:2][C:3](=[O:22])[CH:4]([CH2:8][C:9](=O)[C:10]1[CH:15]=[CH:14][CH:13]=[CH:12][C:11]=1[O:16][C:17]([F:20])([F:19])[F:18])[C:5](=O)[CH3:6].[CH2:23]([NH2:29])[C@H:24]1[O:28][CH2:27][CH2:26][CH2:25]1.C1(C)C=CC(S(O)(=O)=O)=CC=1. Product: [CH3:1][O:2][C:3]([C:4]1[CH:8]=[C:9]([C:10]2[CH:15]=[CH:14][CH:13]=[CH:12][C:11]=2[O:16][C:17]([F:20])([F:19])[F:18])[N:29]([CH2:23][C@@H:24]2[CH2:25][CH2:26][CH2:27][O:28]2)[C:5]=1[CH3:6])=[O:22]. The catalyst class is: 5. (3) Reactant: [N+:1]([C:4]1[CH:17]=[CH:16][C:7]([O:8][C:9]2[CH:15]=[CH:14][C:12]([NH2:13])=[CH:11][CH:10]=2)=[CH:6][CH:5]=1)([O-:3])=[O:2].[C:18]([S-:20])#[N:19].[K+].BrBr.[NH4+].[OH-]. Product: [N+:1]([C:4]1[CH:17]=[CH:16][C:7]([O:8][C:9]2[CH:15]=[CH:14][C:12]3[N:13]=[C:18]([NH2:19])[S:20][C:11]=3[CH:10]=2)=[CH:6][CH:5]=1)([O-:3])=[O:2]. The catalyst class is: 313. (4) Reactant: BrCCBr.[Mg].[F:6][C:7]1[CH:12]=[CH:11][C:10]([O:13][CH3:14])=[CH:9][C:8]=1[C:15]1[CH:16]=[CH:17][C:18]([CH:26]=[O:27])=[N:19][C:20]=1[CH2:21][C:22]([CH3:25])([CH3:24])[CH3:23].Br[CH2:29][C:30]1[CH:31]=[C:32]([CH:41]=[CH:42][CH:43]=1)[CH2:33][O:34][CH:35]1[CH2:40][CH2:39][CH2:38][CH2:37][O:36]1.[Cl-].[NH4+]. Product: [F:6][C:7]1[CH:12]=[CH:11][C:10]([O:13][CH3:14])=[CH:9][C:8]=1[C:15]1[CH:16]=[CH:17][C:18]([CH:26]([OH:27])[CH2:29][C:30]2[CH:43]=[CH:42][CH:41]=[C:32]([CH2:33][O:34][CH:35]3[CH2:40][CH2:39][CH2:38][CH2:37][O:36]3)[CH:31]=2)=[N:19][C:20]=1[CH2:21][C:22]([CH3:24])([CH3:23])[CH3:25]. The catalyst class is: 1. (5) Reactant: [CH:1]1([N:6]2[C:14]3[CH:13]=[CH:12][NH:11][C:10](=[O:15])[C:9]=3[CH:8]=[CH:7]2)[CH2:5][CH2:4][CH2:3][CH2:2]1.C[Si](C)(C)N=C(O[Si](C)(C)C)C.C1C(=O)N([Br:35])C(=O)C1.O. Product: [Br:35][C:8]1[C:9]2[C:10](=[O:15])[NH:11][CH:12]=[CH:13][C:14]=2[N:6]([CH:1]2[CH2:2][CH2:3][CH2:4][CH2:5]2)[CH:7]=1. The catalyst class is: 3. (6) Reactant: [Cl:1][C:2]1[C:3]([CH3:46])=[C:4]([C:18]2[C:26]3[C:25]([O:27][C@H:28]([CH2:34][C:35]4[CH:40]=[CH:39][CH:38]=[CH:37][C:36]=4[O:41][CH3:42])[C:29]([O:31][CH2:32][CH3:33])=[O:30])=[N:24][CH:23]=[N:22][C:21]=3[S:20][C:19]=2[C:43](O)=[O:44])[CH:5]=[CH:6][C:7]=1[O:8][CH2:9][CH2:10][N:11]1[CH2:16][CH2:15][N:14]([CH3:17])[CH2:13][CH2:12]1.[CH3:47][NH:48][CH3:49].C1CN([P+](ON2N=NC3C=CC=CC2=3)(N2CCCC2)N2CCCC2)CC1.F[P-](F)(F)(F)(F)F. Product: [Cl:1][C:2]1[C:3]([CH3:46])=[C:4]([C:18]2[C:26]3[C:25]([O:27][C@H:28]([CH2:34][C:35]4[CH:40]=[CH:39][CH:38]=[CH:37][C:36]=4[O:41][CH3:42])[C:29]([O:31][CH2:32][CH3:33])=[O:30])=[N:24][CH:23]=[N:22][C:21]=3[S:20][C:19]=2[C:43](=[O:44])[N:48]([CH3:49])[CH3:47])[CH:5]=[CH:6][C:7]=1[O:8][CH2:9][CH2:10][N:11]1[CH2:12][CH2:13][N:14]([CH3:17])[CH2:15][CH2:16]1. The catalyst class is: 2. (7) Reactant: C([Li])CCC.Br[C:7]1[C:15]2[S:14][C:13]([O:16][CH:17]([CH3:19])[CH3:18])=[N:12][C:11]=2[C:10]([O:20][C:21]([CH3:24])([CH3:23])[CH3:22])=[CH:9][CH:8]=1.[Cl:25][CH2:26][C:27](N(OC)C)=[O:28]. Product: [C:21]([O:20][C:10]1[C:11]2[N:12]=[C:13]([O:16][CH:17]([CH3:19])[CH3:18])[S:14][C:15]=2[C:7]([C:27](=[O:28])[CH2:26][Cl:25])=[CH:8][CH:9]=1)([CH3:24])([CH3:23])[CH3:22]. The catalyst class is: 282.